Dataset: Catalyst prediction with 721,799 reactions and 888 catalyst types from USPTO. Task: Predict which catalyst facilitates the given reaction. (1) Reactant: [CH2:1]([C:4]1[CH:5]=[C:6]([CH:9]=[CH:10][C:11]=1[OH:12])[C:7]#[N:8])[CH:2]=[CH2:3].C(=O)([O-])[O-].[K+].[K+].[CH2:19](Br)[C:20]1[CH:25]=[CH:24][CH:23]=[CH:22][CH:21]=1. Product: [CH2:1]([C:4]1[CH:5]=[C:6]([CH:9]=[CH:10][C:11]=1[O:12][CH2:19][C:20]1[CH:25]=[CH:24][CH:23]=[CH:22][CH:21]=1)[C:7]#[N:8])[CH:2]=[CH2:3]. The catalyst class is: 9. (2) Reactant: [C:1]([CH2:4][CH2:5][CH2:6][CH2:7][C:8]1[CH:13]=[CH:12][C:11]([C:14]2[S:18][C:17]([C:19]3[S:20][C:21]([C:24]4[CH:29]=[CH:28][C:27]([CH2:30][CH2:31][CH2:32][CH2:33][C:34]([OH:36])=[O:35])=[CH:26][CH:25]=4)=[CH:22][CH:23]=3)=[CH:16][CH:15]=2)=[CH:10][CH:9]=1)([OH:3])=[O:2].[CH2:37]=[CH:38][CH:39](O)[CH:40]=[CH2:41].Cl.CN(C)[CH2:46][CH2:47][CH2:48]N=C=NCC.O.CN1C(=O)C[CH2:59][CH2:58]1. Product: [CH:38]([CH:39]([O:35][C:34](=[O:36])[CH2:33][CH2:32][CH2:31][CH2:30][C:27]1[CH:26]=[CH:25][C:24]([C:21]2[S:20][C:19]([C:17]3[S:18][C:14]([C:11]4[CH:10]=[CH:9][C:8]([CH2:7][CH2:6][CH2:5][CH2:4][C:1]([O:3][CH:48]([CH:47]=[CH2:46])[CH:58]=[CH2:59])=[O:2])=[CH:13][CH:12]=4)=[CH:15][CH:16]=3)=[CH:23][CH:22]=2)=[CH:29][CH:28]=1)[CH:40]=[CH2:41])=[CH2:37]. The catalyst class is: 277. (3) Reactant: [OH:1][CH:2]1[CH2:7][CH2:6][N:5]([C:8]([CH:10]2[CH2:15][CH2:14][CH:13]([NH:16][C:17]3[N:22]=[C:21]([N:23]4[C:27]5[CH:28]=[CH:29][CH:30]=[C:31](I)[C:26]=5[N:25]=[N:24]4)[CH:20]=[CH:19][N:18]=3)[CH2:12][CH2:11]2)=[O:9])[CH2:4][CH2:3]1.[C:33]([O-:36])([O-])=O.[Na+].[Na+].[C:39]1(C)[CH:44]=CC=C[CH:40]=1.CCO. Product: [O:36]1[CH:33]=[CH:44][C:39]([C:31]2[C:26]3[N:25]=[N:24][N:23]([C:21]4[CH:20]=[CH:19][N:18]=[C:17]([NH:16][CH:13]5[CH2:14][CH2:15][CH:10]([C:8]([N:5]6[CH2:6][CH2:7][CH:2]([OH:1])[CH2:3][CH2:4]6)=[O:9])[CH2:11][CH2:12]5)[N:22]=4)[C:27]=3[CH:28]=[CH:29][CH:30]=2)=[CH:40]1. The catalyst class is: 257. (4) Reactant: [Cl:1][C:2]1[N:3]=[C:4]([Cl:11])[C:5]2[NH:10][CH:9]=[CH:8][C:6]=2[N:7]=1.[CH3:12]OS(C)(=O)=O.C(=O)([O-])[O-].[Cs+].[Cs+]. Product: [Cl:1][C:2]1[N:3]=[C:4]([Cl:11])[C:5]2[N:10]([CH3:12])[CH:9]=[CH:8][C:6]=2[N:7]=1. The catalyst class is: 42.